This data is from Full USPTO retrosynthesis dataset with 1.9M reactions from patents (1976-2016). The task is: Predict the reactants needed to synthesize the given product. (1) Given the product [Cl:23][C:19]1[C:18]([O:24][CH:25]([CH3:27])[CH3:26])=[C:17]([CH:22]=[CH:21][CH:20]=1)[C:16]([NH:15][C:6]1([C:4]([OH:5])=[O:3])[CH2:14][C:13]2[C:8](=[CH:9][CH:10]=[CH:11][CH:12]=2)[CH2:7]1)=[O:28], predict the reactants needed to synthesize it. The reactants are: C([O:3][C:4]([C:6]1([NH:15][C:16](=[O:28])[C:17]2[CH:22]=[CH:21][CH:20]=[C:19]([Cl:23])[C:18]=2[O:24][CH:25]([CH3:27])[CH3:26])[CH2:14][C:13]2[C:8](=[CH:9][CH:10]=[CH:11][CH:12]=2)[CH2:7]1)=[O:5])C.[OH-].[K+].O. (2) Given the product [CH:18]1([C:16]([NH:15][C:13]2[N:14]=[C:9]3[CH:8]=[CH:7][C:6]([O:5][C:4]4[CH:21]=[CH:22][C:23]([CH2:24][CH3:25])=[C:2]([NH:1][C:32]([C:31]5[N:27]([CH3:26])[N:28]=[C:29]([CH3:35])[CH:30]=5)=[O:33])[CH:3]=4)=[N:11][N:10]3[CH:12]=2)=[O:17])[CH2:20][CH2:19]1, predict the reactants needed to synthesize it. The reactants are: [NH2:1][C:2]1[CH:3]=[C:4]([CH:21]=[CH:22][C:23]=1[CH2:24][CH3:25])[O:5][C:6]1[CH:7]=[CH:8][C:9]2[N:10]([CH:12]=[C:13]([NH:15][C:16]([CH:18]3[CH2:20][CH2:19]3)=[O:17])[N:14]=2)[N:11]=1.[CH3:26][N:27]1[C:31]([C:32](Cl)=[O:33])=[CH:30][C:29]([CH3:35])=[N:28]1.[OH-].[Na+].